Dataset: Full USPTO retrosynthesis dataset with 1.9M reactions from patents (1976-2016). Task: Predict the reactants needed to synthesize the given product. (1) Given the product [F:7][C:8]1([F:19])[CH2:13][CH2:12][CH:11]([CH2:14][OH:15])[CH2:10][CH2:9]1, predict the reactants needed to synthesize it. The reactants are: [H-].[Al+3].[Li+].[H-].[H-].[H-].[F:7][C:8]1([F:19])[CH2:13][CH2:12][CH:11]([C:14](OCC)=[O:15])[CH2:10][CH2:9]1. (2) Given the product [CH3:28][N:3]1[CH:4]=[CH:5][C:6]([CH2:8][NH:9][C:10]([C:12]2[C:13]3[CH:14]=[N:15][N:16]([C:21]4[CH:26]=[CH:25][C:24]([F:27])=[CH:23][CH:22]=4)[C:17]=3[CH:18]=[CH:19][CH:20]=2)=[O:11])=[CH:7][C:2]1=[O:1], predict the reactants needed to synthesize it. The reactants are: [O:1]=[C:2]1[CH:7]=[C:6]([CH2:8][NH:9][C:10]([C:12]2[C:13]3[CH:14]=[N:15][N:16]([C:21]4[CH:26]=[CH:25][C:24]([F:27])=[CH:23][CH:22]=4)[C:17]=3[CH:18]=[CH:19][CH:20]=2)=[O:11])[CH:5]=[CH:4][NH:3]1.[C:28]([O-])([O-])=O.[K+].[K+].IC.